This data is from Reaction yield outcomes from USPTO patents with 853,638 reactions. The task is: Predict the reaction yield, written as a fraction of the theoretical maximum amount of product (1.0 means a 100% yield; for example, 0.34 means a 34% yield). (1) The reactants are Br[C:2]1[CH:7]=[CH:6][C:5]([Br:8])=[CH:4][CH:3]=1.C([Li])CCC.CON(C)[C:17]([CH:19]1[CH2:24][CH2:23][N:22]([C:25]2[CH:30]=[CH:29][CH:28]=[CH:27][N:26]=2)[CH2:21][CH2:20]1)=[O:18]. The catalyst is C1COCC1. The product is [Br:8][C:5]1[CH:6]=[CH:7][C:2]([C:17]([CH:19]2[CH2:24][CH2:23][N:22]([C:25]3[CH:30]=[CH:29][CH:28]=[CH:27][N:26]=3)[CH2:21][CH2:20]2)=[O:18])=[CH:3][CH:4]=1. The yield is 0.710. (2) The reactants are [CH3:1][O:2][C:3]1[CH:4]=[C:5]2[C:10](=[CH:11][C:12]=1[O:13][CH2:14][CH2:15][O:16][CH3:17])[N:9]=[CH:8][N:7]=[C:6]2[O:18][C:19]1[CH:20]=[C:21]([CH:23]=[CH:24][CH:25]=1)[NH2:22].[CH:26]1([C:31]2[CH:35]=[C:34]([NH:36][C:37](=O)[O:38]C3C=CC=CC=3)[O:33][N:32]=2)[CH2:30][CH2:29][CH2:28][CH2:27]1.C(N(CC)C(C)C)(C)C. No catalyst specified. The product is [CH:26]1([C:31]2[CH:35]=[C:34]([NH:36][C:37]([NH:22][C:21]3[CH:23]=[CH:24][CH:25]=[C:19]([O:18][C:6]4[C:5]5[C:10](=[CH:11][C:12]([O:13][CH2:14][CH2:15][O:16][CH3:17])=[C:3]([O:2][CH3:1])[CH:4]=5)[N:9]=[CH:8][N:7]=4)[CH:20]=3)=[O:38])[O:33][N:32]=2)[CH2:27][CH2:28][CH2:29][CH2:30]1. The yield is 0.280. (3) The reactants are [C:1]([C:3]1[CH:8]=[CH:7][C:6]([CH2:9]O)=[CH:5][CH:4]=1)#[CH:2].C(N(CC)CC)C.[Cl:18]CCl. No catalyst specified. The product is [Cl:18][CH2:9][C:6]1[CH:7]=[CH:8][C:3]([C:1]#[CH:2])=[CH:4][CH:5]=1. The yield is 0.860.